Regression. Given a peptide amino acid sequence and an MHC pseudo amino acid sequence, predict their binding affinity value. This is MHC class I binding data. From a dataset of Peptide-MHC class I binding affinity with 185,985 pairs from IEDB/IMGT. (1) The peptide sequence is KAPNVISSK. The MHC is HLA-A33:01 with pseudo-sequence HLA-A33:01. The binding affinity (normalized) is 0.0736. (2) The peptide sequence is FMFDYIPPV. The MHC is HLA-A69:01 with pseudo-sequence HLA-A69:01. The binding affinity (normalized) is 0.949. (3) The peptide sequence is GDLTCNST. The MHC is Mamu-A11 with pseudo-sequence Mamu-A11. The binding affinity (normalized) is 0. (4) The peptide sequence is KIPIYSHTER. The MHC is HLA-A03:01 with pseudo-sequence HLA-A03:01. The binding affinity (normalized) is 0.357. (5) The binding affinity (normalized) is 0.778. The MHC is HLA-A24:02 with pseudo-sequence HLA-A24:02. The peptide sequence is KYINFINFI. (6) The peptide sequence is YQVPFVQAF. The MHC is HLA-C12:03 with pseudo-sequence HLA-C12:03. The binding affinity (normalized) is 1.00.